Dataset: Catalyst prediction with 721,799 reactions and 888 catalyst types from USPTO. Task: Predict which catalyst facilitates the given reaction. (1) Reactant: Cl[C:2]1[C:7]([C:8]([O:10][CH2:11][CH3:12])=[O:9])=[CH:6][N:5]=[C:4]([Cl:13])[CH:3]=1.[CH3:14][NH2:15]. Product: [Cl:13][C:4]1[CH:3]=[C:2]([NH:15][CH3:14])[C:7]([C:8]([O:10][CH2:11][CH3:12])=[O:9])=[CH:6][N:5]=1. The catalyst class is: 144. (2) Reactant: [CH3:1]S(Cl)(=O)=O.[N:6]1([C:10]2[CH:15]=[C:14]([C:16]3[C:21]([CH2:22][CH3:23])=[CH:20][CH:19]=[CH:18][C:17]=3[CH2:24][CH3:25])[N:13]=[C:12]([CH3:26])[C:11]=2[CH2:27]O)[CH2:9][CH2:8][CH2:7]1.[CH3:29][CH2:30][CH2:31][CH2:32][CH2:33][CH3:34].[CH3:35][CH2:36]OCC.[CH3:40][C:41]#[N:42]. Product: [N:6]1([C:10]2[CH:15]=[C:14]([C:16]3[C:21]([CH2:22][CH3:23])=[CH:20][CH:19]=[CH:18][C:17]=3[CH2:24][CH3:25])[N:13]=[C:12]([CH3:26])[C:11]=2[CH2:27][N:42]([CH3:1])[C@@H:41]2[C:36]3[C:31](=[CH:32][CH:33]=[CH:34][CH:35]=3)[CH2:30][CH2:29][CH2:40]2)[CH2:9][CH2:8][CH2:7]1. The catalyst class is: 34. (3) Reactant: Br[C:2]1[CH:7]=[CH:6][C:5]([C:8]([N:10]2[CH2:15][CH2:14][C:13]([O:17][CH3:18])([CH3:16])[CH2:12][CH2:11]2)=[O:9])=[CH:4][CH:3]=1.CC1(C)C(C)(C)OB([C:27]2[CH:28]=[CH:29][C:30]3[N:31]([C:33]([C:36]4[CH:43]=[CH:42][C:39]([C:40]#[N:41])=[CH:38][CH:37]=4)=[CH:34][N:35]=3)[CH:32]=2)O1.[O-]P([O-])([O-])=O.[K+].[K+].[K+]. Product: [CH3:18][O:17][C:13]1([CH3:16])[CH2:14][CH2:15][N:10]([C:8]([C:5]2[CH:6]=[CH:7][C:2]([C:27]3[CH:28]=[CH:29][C:30]4[N:31]([C:33]([C:36]5[CH:43]=[CH:42][C:39]([C:40]#[N:41])=[CH:38][CH:37]=5)=[CH:34][N:35]=4)[CH:32]=3)=[CH:3][CH:4]=2)=[O:9])[CH2:11][CH2:12]1. The catalyst class is: 667. (4) Reactant: [CH2:1]([O:8][C:9]([NH:11][C@H:12]1[CH2:16][CH2:15][N:14]([C@@H:17]([CH3:21])[C:18]([OH:20])=O)[C:13]1=[O:22])=[O:10])[C:2]1[CH:7]=[CH:6][CH:5]=[CH:4][CH:3]=1.Cl.CN(C)CCCN=C=NCC.[CH:35]1[CH:36]=[CH:37]C2N(O)N=[N:41][C:39]=2[CH:40]=1.N1CCCCC1. Product: [CH3:21][C@H:17]([N:14]1[CH2:15][CH2:16][C@H:12]([NH:11][C:9](=[O:10])[O:8][CH2:1][C:2]2[CH:3]=[CH:4][CH:5]=[CH:6][CH:7]=2)[C:13]1=[O:22])[C:18](=[O:20])[N:41]1[CH2:37][CH2:36][CH2:35][CH2:40][CH2:39]1. The catalyst class is: 347. (5) Reactant: C[Si](C)(C)[N-][Si](C)(C)C.[Li+].[CH3:11][N:12]1[C:17](=[O:18])[C:16]2[N:19]=[CH:20][N:21](C(OC(C)(C)C)=O)[C:15]=2[CH:14]=[N:13]1.[Cl:29]C(Cl)(Cl)C(Cl)(Cl)Cl.O.N. Product: [Cl:29][C:20]1[NH:21][C:15]2[CH:14]=[N:13][N:12]([CH3:11])[C:17](=[O:18])[C:16]=2[N:19]=1. The catalyst class is: 7. (6) Reactant: [NH2:1][C:2]1[S:3][C:4]2[C:9]([N:10]=1)=[CH:8][CH:7]=[C:6]([O:11][C:12]1[CH:13]=[C:14]([NH:19][C:20](=[O:32])[C:21]3[CH:26]=[CH:25][CH:24]=[C:23]([C:27]4([C:30]#[N:31])[CH2:29][CH2:28]4)[CH:22]=3)[CH:15]=[CH:16][C:17]=1[CH3:18])[N:5]=2.[CH:33]1([C:36](Cl)=[O:37])[CH2:35][CH2:34]1.C(=O)([O-])O.[Na+]. Product: [C:30]([C:27]1([C:23]2[CH:22]=[C:21]([CH:26]=[CH:25][CH:24]=2)[C:20]([NH:19][C:14]2[CH:15]=[CH:16][C:17]([CH3:18])=[C:12]([O:11][C:6]3[N:5]=[C:4]4[S:3][C:2]([NH:1][C:36]([CH:33]5[CH2:35][CH2:34]5)=[O:37])=[N:10][C:9]4=[CH:8][CH:7]=3)[CH:13]=2)=[O:32])[CH2:29][CH2:28]1)#[N:31]. The catalyst class is: 17. (7) Reactant: [CH3:1][C:2]1[N:6]([CH2:7][C:8]([OH:10])=O)[N:5]=[C:4]([C:11]([F:14])([F:13])[F:12])[CH:3]=1.Cl.[CH3:16][N:17]([CH:32]1[C:41]2[C:36](=[CH:37][CH:38]=[CH:39][CH:40]=2)[CH2:35][CH2:34][CH2:33]1)[C:18]([C:20]1[NH:25][CH:24]([CH:26]2[CH2:31][CH2:30][NH:29][CH2:28][CH2:27]2)[CH:23]=[CH:22][CH:21]=1)=[O:19].C(N(C(C)C)CC)(C)C.F[P-](F)(F)(F)(F)F.N1(O[P+](N(C)C)(N(C)C)N(C)C)C2C=CC=CC=2N=N1. Product: [CH3:16][N:17]([CH:32]1[C:41]2[C:36](=[CH:37][CH:38]=[CH:39][CH:40]=2)[CH2:35][CH2:34][CH2:33]1)[C:18]([C:20]1[N:25]=[C:24]([CH:26]2[CH2:27][CH2:28][N:29]([C:8](=[O:10])[CH2:7][N:6]3[C:2]([CH3:1])=[CH:3][C:4]([C:11]([F:14])([F:13])[F:12])=[N:5]3)[CH2:30][CH2:31]2)[CH:23]=[CH:22][CH:21]=1)=[O:19]. The catalyst class is: 3.